This data is from Forward reaction prediction with 1.9M reactions from USPTO patents (1976-2016). The task is: Predict the product of the given reaction. Given the reactants OCCCC[CH2:6][CH2:7][CH2:8][CH2:9][NH:10][C:11]([C:13]1[CH:14]=[C:15]([S:19]([C:22]2[CH:23]=[C:24]3[C:29](=[C:30]([CH3:32])[CH:31]=2)[N:28]=[CH:27][C:26]([C:33]([NH2:35])=[O:34])=[C:25]3[NH:36][C:37]2[CH:42]=[CH:41][CH:40]=[C:39]([O:43][CH3:44])[CH:38]=2)(=[O:21])=[O:20])[CH:16]=[CH:17][CH:18]=1)=[O:12].NCCCC[CH2:50][CH2:51][OH:52], predict the reaction product. The product is: [OH:52][CH2:51][CH2:50][CH2:6][CH2:7][CH2:8][CH2:9][NH:10][C:11]([C:13]1[CH:14]=[C:15]([S:19]([C:22]2[CH:23]=[C:24]3[C:29](=[C:30]([CH3:32])[CH:31]=2)[N:28]=[CH:27][C:26]([C:33]([NH2:35])=[O:34])=[C:25]3[NH:36][C:37]2[CH:42]=[CH:41][CH:40]=[C:39]([O:43][CH3:44])[CH:38]=2)(=[O:21])=[O:20])[CH:16]=[CH:17][CH:18]=1)=[O:12].